From a dataset of Catalyst prediction with 721,799 reactions and 888 catalyst types from USPTO. Predict which catalyst facilitates the given reaction. Reactant: [CH2:1]([O:3][C:4](=[O:15])[C:5]1[CH:10]=[CH:9][C:8]([C:11](=[O:14])[CH2:12]Br)=[CH:7][CH:6]=1)[CH3:2].[CH3:16][C:17]1[NH:21][C:20](=[O:22])[C:19]([C:29]2[CH:34]=[CH:33][CH:32]=[CH:31][CH:30]=2)([C:23]2[CH:28]=[CH:27][CH:26]=[CH:25][CH:24]=2)[N:18]=1.C(=O)([O-])[O-].[K+].[K+].C1CCCCC1.C(OCC)(=O)C. Product: [CH2:1]([O:3][C:4](=[O:15])[C:5]1[CH:10]=[CH:9][C:8]([C:11](=[O:14])[CH2:12][N:21]2[C:20](=[O:22])[C:19]([C:29]3[CH:30]=[CH:31][CH:32]=[CH:33][CH:34]=3)([C:23]3[CH:28]=[CH:27][CH:26]=[CH:25][CH:24]=3)[N:18]=[C:17]2[CH3:16])=[CH:7][CH:6]=1)[CH3:2]. The catalyst class is: 372.